Dataset: Full USPTO retrosynthesis dataset with 1.9M reactions from patents (1976-2016). Task: Predict the reactants needed to synthesize the given product. The reactants are: Cl.[CH2:2]([CH:6]1[CH2:11][CH2:10][CH2:9][N:8]([CH2:12][C@@H:13]2[CH2:18][CH2:17][CH2:16][CH2:15][C@H:14]2[NH2:19])[CH2:7]1)[CH2:3][CH2:4][CH3:5].[O:20]1[C:24]([C:25]2[CH:33]=[CH:32][C:28]([C:29](O)=[O:30])=[CH:27][CH:26]=2)=[CH:23][N:22]=[CH:21]1.CN(C(ON1N=NC2C=CC=NC1=2)=[N+](C)C)C.F[P-](F)(F)(F)(F)F.C(N(C(C)C)CC)(C)C. Given the product [CH2:2]([CH:6]1[CH2:11][CH2:10][CH2:9][N:8]([CH2:12][C@@H:13]2[CH2:18][CH2:17][CH2:16][CH2:15][C@H:14]2[NH:19][C:29](=[O:30])[C:28]2[CH:27]=[CH:26][C:25]([C:24]3[O:20][CH:21]=[N:22][CH:23]=3)=[CH:33][CH:32]=2)[CH2:7]1)[CH2:3][CH2:4][CH3:5], predict the reactants needed to synthesize it.